Dataset: Forward reaction prediction with 1.9M reactions from USPTO patents (1976-2016). Task: Predict the product of the given reaction. (1) Given the reactants [CH3:1][O:2][CH2:3][C@H:4]([CH3:45])[O:5][C:6]1[CH:7]=[C:8]([CH:20]=[C:21]([C:23]2[NH:24][C:25]([C:28]3[O:29][C@@H:30]([CH2:33][O:34][Si](C(C)C)(C(C)C)C(C)C)[CH2:31][N:32]=3)=[CH:26][CH:27]=2)[CH:22]=1)[O:9][C:10]1[CH:15]=[N:14][C:13]([S:16]([CH3:19])(=[O:18])=[O:17])=[CH:12][N:11]=1.[F-].C([N+](CCCC)(CCCC)CCCC)CCC.O, predict the reaction product. The product is: [CH3:1][O:2][CH2:3][C@H:4]([CH3:45])[O:5][C:6]1[CH:22]=[C:21]([C:23]2[NH:24][C:25]([C:28]3[O:29][C@@H:30]([CH2:33][OH:34])[CH2:31][N:32]=3)=[CH:26][CH:27]=2)[CH:20]=[C:8]([O:9][C:10]2[CH:15]=[N:14][C:13]([S:16]([CH3:19])(=[O:18])=[O:17])=[CH:12][N:11]=2)[CH:7]=1. (2) Given the reactants [H-].[Na+].[Br:3][C:4]1[CH:9]=[CH:8][C:7]([OH:10])=[CH:6][CH:5]=1.[CH3:11][C:12]([CH3:17])=[CH:13][C:14](Cl)=[O:15].C(OCC)(=O)C, predict the reaction product. The product is: [Br:3][C:4]1[CH:9]=[CH:8][C:7]([O:10][C:14](=[O:15])[CH:13]=[C:12]([CH3:17])[CH3:11])=[CH:6][CH:5]=1. (3) Given the reactants C([Li])CCC.[F:6][C:7]1[C:12]([F:13])=[CH:11][CH:10]=[CH:9][C:8]=1[CH2:14][S:15][C:16]1[N:21]=[C:20]([NH2:22])[C:19]([N:23]=O)=[C:18]([NH2:25])[N:17]=1.[O:26]1CC[CH2:28][CH2:27]1, predict the reaction product. The product is: [NH2:25][C:18]1[C:19]2[N:23]=[CH:28][C:27](=[O:26])[NH:22][C:20]=2[N:21]=[C:16]([S:15][CH2:14][C:8]2[CH:9]=[CH:10][CH:11]=[C:12]([F:13])[C:7]=2[F:6])[N:17]=1.